This data is from NCI-60 drug combinations with 297,098 pairs across 59 cell lines. The task is: Regression. Given two drug SMILES strings and cell line genomic features, predict the synergy score measuring deviation from expected non-interaction effect. (1) Drug 1: C1=CC(=CC=C1CCCC(=O)O)N(CCCl)CCCl. Drug 2: C1=CC=C(C(=C1)C(C2=CC=C(C=C2)Cl)C(Cl)Cl)Cl. Cell line: SK-OV-3. Synergy scores: CSS=15.0, Synergy_ZIP=-3.23, Synergy_Bliss=-2.48, Synergy_Loewe=-2.54, Synergy_HSA=-2.01. (2) Drug 1: C1=NNC2=C1C(=O)NC=N2. Drug 2: C(CN)CNCCSP(=O)(O)O. Cell line: NCI-H522. Synergy scores: CSS=1.81, Synergy_ZIP=4.78, Synergy_Bliss=-0.441, Synergy_Loewe=-3.83, Synergy_HSA=-1.44.